Task: Predict the reactants needed to synthesize the given product.. Dataset: Full USPTO retrosynthesis dataset with 1.9M reactions from patents (1976-2016) (1) Given the product [CH3:38][C:35]([CH3:39])([CH2:36][CH3:37])[C:34](=[O:40])[C:33]([N:41]1[CH2:46][CH2:45][CH2:44][CH2:43][C@H:42]1[C:47]([O:16][C@@H:15]([C:17]1[CH:22]=[CH:21][CH:20]=[C:19]([O:23][CH2:24][C:25]([O:27][C:28]([CH3:31])([CH3:30])[CH3:29])=[O:26])[CH:18]=1)[CH2:14][CH2:13][C:5]1[CH:4]=[C:3]([O:2][CH3:1])[C:8]([O:9][CH3:10])=[C:7]([O:11][CH3:12])[CH:6]=1)=[O:48])=[O:32], predict the reactants needed to synthesize it. The reactants are: [CH3:1][O:2][C:3]1[CH:4]=[C:5]([CH2:13][CH2:14][C@H:15]([C:17]2[CH:22]=[CH:21][CH:20]=[C:19]([O:23][CH2:24][C:25]([O:27][C:28]([CH3:31])([CH3:30])[CH3:29])=[O:26])[CH:18]=2)[OH:16])[CH:6]=[C:7]([O:11][CH3:12])[C:8]=1[O:9][CH3:10].[O:32]=[C:33]([N:41]1[CH2:46][CH2:45][CH2:44][CH2:43][C@H:42]1[C:47](O)=[O:48])[C:34](=[O:40])[C:35]([CH3:39])([CH3:38])[CH2:36][CH3:37].C1(N=C=NC2CCCCC2)CCCCC1. (2) The reactants are: C([Si](C)(C)[O:6][CH2:7][CH2:8][O:9][C:10]1[CH:15]=[CH:14][C:13]([C@@H:16]2[N:21]3[CH2:22][CH2:23][N:24]([C:26]([C:28]4[CH:29]=[N:30][C:31]([C:34]([F:37])([F:36])[F:35])=[CH:32][CH:33]=4)=[O:27])[CH2:25][C@@H:20]3[CH2:19][CH2:18][CH2:17]2)=[C:12]([CH3:38])[C:11]=1[CH3:39])(C)(C)C.[F-].C([N+](CCCC)(CCCC)CCCC)CCC. Given the product [OH:6][CH2:7][CH2:8][O:9][C:10]1[CH:15]=[CH:14][C:13]([C@@H:16]2[N:21]3[CH2:22][CH2:23][N:24]([C:26]([C:28]4[CH:29]=[N:30][C:31]([C:34]([F:35])([F:37])[F:36])=[CH:32][CH:33]=4)=[O:27])[CH2:25][C@@H:20]3[CH2:19][CH2:18][CH2:17]2)=[C:12]([CH3:38])[C:11]=1[CH3:39], predict the reactants needed to synthesize it. (3) Given the product [ClH:62].[NH2:52][CH2:51][C@H:48]1[CH2:47][CH2:46][C@H:45]([C:43]([NH:42][C@H:22]([C:23](=[O:41])[NH:24][C:25]2[CH:40]=[CH:39][C:28]3[NH:29][C:30]([C:32]([F:38])([F:37])[C:33]([F:34])([F:35])[F:36])=[N:31][C:27]=3[CH:26]=2)[CH2:21][C:18]2[CH:19]=[CH:20][C:15]([C:12]3[CH:13]=[CH:14][C:9]([C:7]([NH:6][CH2:5][CH2:4][CH2:3][N:2]([CH3:61])[CH3:1])=[O:8])=[CH:10][C:11]=3[CH3:60])=[CH:16][CH:17]=2)=[O:44])[CH2:50][CH2:49]1, predict the reactants needed to synthesize it. The reactants are: [CH3:1][N:2]([CH3:61])[CH2:3][CH2:4][CH2:5][NH:6][C:7]([C:9]1[CH:14]=[CH:13][C:12]([C:15]2[CH:20]=[CH:19][C:18]([CH2:21][C@H:22]([NH:42][C:43]([C@H:45]3[CH2:50][CH2:49][C@H:48]([CH2:51][NH:52]C(=O)OC(C)(C)C)[CH2:47][CH2:46]3)=[O:44])[C:23](=[O:41])[NH:24][C:25]3[CH:40]=[CH:39][C:28]4[NH:29][C:30]([C:32]([F:38])([F:37])[C:33]([F:36])([F:35])[F:34])=[N:31][C:27]=4[CH:26]=3)=[CH:17][CH:16]=2)=[C:11]([CH3:60])[CH:10]=1)=[O:8].[ClH:62].